From a dataset of Catalyst prediction with 721,799 reactions and 888 catalyst types from USPTO. Predict which catalyst facilitates the given reaction. (1) Reactant: C(OC([N:11]([N:17]1[C:25]([C:26]2[CH:31]=[CH:30][CH:29]=[CH:28][CH:27]=2)=[C:24]2[C:19]([N:20]([CH3:35])[C:21](=[O:34])[N:22]([CH3:33])[C:23]2=[O:32])=[CH:18]1)[CH2:12][CH2:13][C:14](O)=[O:15])=O)C1C=CC=CC=1.[OH-].[Na+]. The catalyst class is: 6. Product: [CH3:35][N:20]1[C:19]2=[C:18]3[C:14](=[O:15])[CH2:13][CH2:12][NH:11][N:17]3[C:25]([C:26]3[CH:27]=[CH:28][CH:29]=[CH:30][CH:31]=3)=[C:24]2[C:23](=[O:32])[N:22]([CH3:33])[C:21]1=[O:34]. (2) Reactant: [CH2:1]([O:3][C:4](=[O:14])[C:5]1[CH:10]=[CH:9][C:8]([O:11][CH3:12])=[C:7]([SH:13])[CH:6]=1)[CH3:2].C(N(CC)CC)C.Cl[CH2:23][C:24](=[O:26])[CH3:25].CCOC(C)=O. Product: [CH2:1]([O:3][C:4](=[O:14])[C:5]1[CH:10]=[CH:9][C:8]([O:11][CH3:12])=[C:7]([S:13][CH2:23][C:24](=[O:26])[CH3:25])[CH:6]=1)[CH3:2]. The catalyst class is: 1.